Dataset: Catalyst prediction with 721,799 reactions and 888 catalyst types from USPTO. Task: Predict which catalyst facilitates the given reaction. (1) Reactant: C(CCP(CCC(O)=O)CCC(O)=O)(O)=O.[C:17]([O:21][C:22]([NH:24][C@@H:25]([CH2:36][CH2:37][C:38]([NH:40][C@@H:41]([CH2:47]S)[C:42]([O:44][CH2:45][CH3:46])=[O:43])=[O:39])[C:26]([O:28][CH2:29][C:30]1[CH:35]=[CH:34][CH:33]=[CH:32][CH:31]=1)=[O:27])=[O:23])([CH3:20])([CH3:19])[CH3:18].C(S)(C)(C)C. Product: [C:17]([O:21][C:22]([NH:24][C@@H:25]([CH2:36][CH2:37][C:38]([NH:40][C@@H:41]([CH3:47])[C:42]([O:44][CH2:45][CH3:46])=[O:43])=[O:39])[C:26]([O:28][CH2:29][C:30]1[CH:31]=[CH:32][CH:33]=[CH:34][CH:35]=1)=[O:27])=[O:23])([CH3:20])([CH3:19])[CH3:18]. The catalyst class is: 3. (2) Reactant: [OH-].[Na+].[Br:3][CH:4]([CH2:8][CH2:9][CH2:10][CH2:11][CH2:12][CH2:13][CH2:14][CH2:15][CH2:16][CH2:17][CH2:18][CH2:19][CH2:20][CH3:21])[C:5]([OH:7])=[O:6].[N+]([O-])([O-])=O.[Ag+:26]. Product: [Br:3][CH:4]([CH2:8][CH2:9][CH2:10][CH2:11][CH2:12][CH2:13][CH2:14][CH2:15][CH2:16][CH2:17][CH2:18][CH2:19][CH2:20][CH3:21])[C:5]([O-:7])=[O:6].[Ag+:26]. The catalyst class is: 6. (3) Reactant: [C:1]1([C:7]2[CH:16]=[CH:15][C:10]([O:11][CH2:12][CH2:13][OH:14])=[CH:9][CH:8]=2)[CH:6]=[CH:5][CH:4]=[CH:3][CH:2]=1.[C:17](O)(=[O:20])[CH:18]=[CH2:19].C1(C)C=CC(S(O)(=O)=O)=CC=1.COC1C=CC(O)=CC=1. Product: [C:17]([O:14][CH2:13][CH2:12][O:11][C:10]1[CH:9]=[CH:8][C:7]([C:1]2[CH:2]=[CH:3][CH:4]=[CH:5][CH:6]=2)=[CH:16][CH:15]=1)(=[O:20])[CH:18]=[CH2:19]. The catalyst class is: 11. (4) Reactant: [CH3:1][S:2](Cl)(=[O:4])=[O:3].[OH:6][CH2:7][CH2:8][CH2:9][O:10][C:11]1[CH:16]=[CH:15][C:14]([C:17]2[N:22]=[C:21]([C:23]#[N:24])[C:20]3[N:25]=[CH:26][N:27]([CH3:28])[C:19]=3[CH:18]=2)=[CH:13][C:12]=1[C:29]([F:32])([F:31])[F:30].C(N(C(C)C)CC)(C)C. Product: [CH3:1][S:2]([O:6][CH2:7][CH2:8][CH2:9][O:10][C:11]1[CH:16]=[CH:15][C:14]([C:17]2[N:22]=[C:21]([C:23]#[N:24])[C:20]3[N:25]=[CH:26][N:27]([CH3:28])[C:19]=3[CH:18]=2)=[CH:13][C:12]=1[C:29]([F:31])([F:32])[F:30])(=[O:4])=[O:3]. The catalyst class is: 37. (5) Reactant: [CH2:1]([N:12]([CH2:17][C:18]([OH:20])=[O:19])[CH2:13][C:14]([OH:16])=[O:15])[CH2:2][N:3]([CH2:8][C:9]([OH:11])=[O:10])[CH2:4][C:5]([OH:7])=[O:6].O.N.C(=O)([O-])[O-].[Sr+2:27]. Product: [Sr:27].[CH2:2]([N:3]([CH2:8][C:9]([OH:11])=[O:10])[CH2:4][C:5]([OH:7])=[O:6])[CH2:1][N:12]([CH2:17][C:18]([OH:20])=[O:19])[CH2:13][C:14]([OH:16])=[O:15]. The catalyst class is: 6.